Predict the reactants needed to synthesize the given product. From a dataset of Full USPTO retrosynthesis dataset with 1.9M reactions from patents (1976-2016). (1) Given the product [N:15]1[CH:20]=[CH:19][CH:18]=[CH:17][C:16]=1[N:21]1[CH2:22][CH2:23][N:24]([CH2:2][C:3]2[CH:8]=[CH:7][C:6]([CH:9]([NH:11][C:12](=[O:14])[CH3:13])[CH3:10])=[CH:5][CH:4]=2)[CH2:25][CH2:26]1, predict the reactants needed to synthesize it. The reactants are: Cl[CH2:2][C:3]1[CH:8]=[CH:7][C:6]([CH:9]([NH:11][C:12](=[O:14])[CH3:13])[CH3:10])=[CH:5][CH:4]=1.[N:15]1[CH:20]=[CH:19][CH:18]=[CH:17][C:16]=1[N:21]1[CH2:26][CH2:25][NH:24][CH2:23][CH2:22]1. (2) Given the product [Cl:11][C:12]1[C:20]2[C:16](=[CH:17][N:18]([CH3:21])[N:19]=2)[C:15]([CH:22]=[O:23])=[CH:14][CH:13]=1, predict the reactants needed to synthesize it. The reactants are: C(Cl)(=O)C(Cl)=O.CS(C)=O.[Cl:11][C:12]1[C:20]2[C:16](=[CH:17][N:18]([CH3:21])[N:19]=2)[C:15]([CH2:22][OH:23])=[CH:14][CH:13]=1.C(N(CC)CC)C.[Cl-].[NH4+]. (3) Given the product [F:1][C:2]1[CH:3]=[CH:4][C:5]([N:8]2[C:11](=[O:12])[C@H:10]([S:13][CH2:14][CH:15]([C:17]3[CH:18]=[CH:19][C:20]([F:23])=[CH:21][CH:22]=3)[OH:16])[C@H:9]2[C:24]2[CH:25]=[CH:26][C:27]([O:28][CH2:29][C:30]([NH:32][C@@H:33]([C:35]([NH:41][C@@H:42]([C:50]([OH:52])=[O:51])[CH2:43][C:44]3[CH:45]=[CH:46][CH:47]=[CH:48][CH:49]=3)=[O:36])[CH3:34])=[O:31])=[CH:38][CH:39]=2)=[CH:6][CH:7]=1, predict the reactants needed to synthesize it. The reactants are: [F:1][C:2]1[CH:7]=[CH:6][C:5]([N:8]2[C:11](=[O:12])[C@H:10]([S:13][CH2:14][CH:15]([C:17]3[CH:22]=[CH:21][C:20]([F:23])=[CH:19][CH:18]=3)[OH:16])[C@H:9]2[C:24]2[CH:39]=[CH:38][C:27]([O:28][CH2:29][C:30]([NH:32][C@@H:33]([C:35](O)=[O:36])[CH3:34])=[O:31])=[CH:26][CH:25]=2)=[CH:4][CH:3]=1.Cl.[NH2:41][C@@H:42]([C:50]([O:52]C(C)(C)C)=[O:51])[CH2:43][C:44]1[CH:49]=[CH:48][CH:47]=[CH:46][CH:45]=1.CN1CCOCC1.CN(C(ON1N=NC2C=CC=CC1=2)=[N+](C)C)C.[B-](F)(F)(F)F. (4) Given the product [Br:1][C:2]1[CH:11]=[CH:10][C:5]([O:6][CH2:7][C:8]2[N:25]=[N:26][NH:27][N:9]=2)=[C:4]([C:12]([C:14]2[CH:15]=[N:16][N:17]([C:19]3[CH:24]=[CH:23][CH:22]=[CH:21][CH:20]=3)[CH:18]=2)=[O:13])[CH:3]=1, predict the reactants needed to synthesize it. The reactants are: [Br:1][C:2]1[CH:11]=[CH:10][C:5]([O:6][CH2:7][C:8]#[N:9])=[C:4]([C:12]([C:14]2[CH:15]=[N:16][N:17]([C:19]3[CH:24]=[CH:23][CH:22]=[CH:21][CH:20]=3)[CH:18]=2)=[O:13])[CH:3]=1.[N-:25]=[N+:26]=[N-:27].[Na+].C(O)(C)C.Cl. (5) Given the product [CH3:1][N:2]1[C:10](=[O:11])[C:9]2[C@@H:8]([C:12]3[CH:19]=[CH:18][C:15]([C:16]#[N:17])=[CH:14][C:13]=3[S:20]([CH3:23])(=[O:21])=[O:22])[N:7]([S:38]([CH3:37])(=[O:40])=[O:39])[C:6](=[O:24])[N:5]([C:25]3[CH:30]=[CH:29][CH:28]=[C:27]([C:31]([F:34])([F:32])[F:33])[CH:26]=3)[C:4]=2[CH2:3]1, predict the reactants needed to synthesize it. The reactants are: [CH3:1][N:2]1[C:10](=[O:11])[C:9]2[C@@H:8]([C:12]3[CH:19]=[CH:18][C:15]([C:16]#[N:17])=[CH:14][C:13]=3[S:20]([CH3:23])(=[O:22])=[O:21])[NH:7][C:6](=[O:24])[N:5]([C:25]3[CH:30]=[CH:29][CH:28]=[C:27]([C:31]([F:34])([F:33])[F:32])[CH:26]=3)[C:4]=2[CH2:3]1.[H-].[Na+].[CH3:37][S:38](Cl)(=[O:40])=[O:39]. (6) Given the product [CH3:36][CH2:30][CH2:29][CH2:28][CH2:27][CH2:26][CH2:31][CH2:32][CH2:24][CH2:23][CH2:7][CH2:8][CH2:9][CH2:10][CH2:11]/[CH:17]=[CH:16]/[CH2:18][CH:19]1[C:20](=[O:21])[O:22][C:2](=[O:46])[CH2:1]1.[CH3:35][N:34]([CH2:33][C:32]1[C:31]2[C:26](=[CH:27][CH:28]=[CH:29][CH:30]=2)[NH:25][C:24]=1[CH3:23])[C:20](=[O:22])/[CH:19]=[CH:18]/[C:16]1[CH:15]=[N:14][C:12]2[NH:13][C:7](=[O:6])[CH2:8][CH2:9][CH2:10][C:11]=2[CH:17]=1, predict the reactants needed to synthesize it. The reactants are: [CH2:1](Cl)[CH2:2]Cl.Cl.[O:6]=[C:7]1[NH:13][C:12]2[N:14]=[CH:15][C:16](/[CH:18]=[CH:19]/[C:20]([OH:22])=[O:21])=[CH:17][C:11]=2[CH2:10][CH2:9][CH2:8]1.[CH3:23][C:24]1[NH:25][C:26]2[C:31]([C:32]=1[CH2:33][NH:34][CH3:35])=[CH:30][CH:29]=[CH:28][CH:27]=2.[CH:36]1C=CC2N(O)N=NC=2C=1.[OH2:46].C(N(C(C)C)CC)(C)C. (7) Given the product [C:1]([C:5]1[N:9]([CH2:10][CH:11]2[CH2:16][CH2:15][C:14]([F:18])([F:17])[CH2:13][CH2:12]2)[C:8]2[CH:19]=[CH:20][C:21]([S:23]([N:37]3[CH2:42][CH2:41][O:40][CH:39]([C:43]([OH:45])=[O:44])[CH2:38]3)(=[O:25])=[O:24])=[CH:22][C:7]=2[N:6]=1)([CH3:4])([CH3:3])[CH3:2], predict the reactants needed to synthesize it. The reactants are: [C:1]([C:5]1[N:9]([CH2:10][CH:11]2[CH2:16][CH2:15][C:14]([F:18])([F:17])[CH2:13][CH2:12]2)[C:8]2[CH:19]=[CH:20][C:21]([S:23](Cl)(=[O:25])=[O:24])=[CH:22][C:7]=2[N:6]=1)([CH3:4])([CH3:3])[CH3:2].C(N(CC)C(C)C)(C)C.Cl.[NH:37]1[CH2:42][CH2:41][O:40][CH:39]([C:43]([OH:45])=[O:44])[CH2:38]1.